Dataset: TCR-epitope binding with 47,182 pairs between 192 epitopes and 23,139 TCRs. Task: Binary Classification. Given a T-cell receptor sequence (or CDR3 region) and an epitope sequence, predict whether binding occurs between them. (1) The epitope is WICLLQFAY. The TCR CDR3 sequence is CASSQDLGLIQPQHF. Result: 1 (the TCR binds to the epitope). (2) The epitope is SEISMDNSPNL. The TCR CDR3 sequence is CASSHRDLSSYNEQFF. Result: 1 (the TCR binds to the epitope). (3) The epitope is VTIAEILLI. The TCR CDR3 sequence is CSARDRTGNGYTF. Result: 0 (the TCR does not bind to the epitope). (4) The epitope is KRWIILGLNK. The TCR CDR3 sequence is CASSQGVLAYEQYF. Result: 1 (the TCR binds to the epitope). (5) The epitope is LEPLVDLPI. The TCR CDR3 sequence is CASSLGGFGEAFF. Result: 1 (the TCR binds to the epitope). (6) The epitope is FSKQLQQSM. The TCR CDR3 sequence is CASSSRDSQNQPQHF. Result: 0 (the TCR does not bind to the epitope).